From a dataset of Forward reaction prediction with 1.9M reactions from USPTO patents (1976-2016). Predict the product of the given reaction. (1) Given the reactants [CH3:1][O:2][C:3]1[CH:8]=[CH:7][C:6]([C:9]([C:11]([C:13]2[CH:18]=[CH:17][C:16]([O:19][CH3:20])=[CH:15][CH:14]=2)=[CH2:12])=[CH2:10])=[CH:5][CH:4]=1.[C:21]1(=[O:27])[O:26][C:24](=[O:25])[CH:23]=[CH:22]1, predict the reaction product. The product is: [CH3:20][O:19][C:16]1[CH:15]=[CH:14][C:13]([C:11]2[CH2:12][CH:23]3[CH:22]([CH2:10][C:9]=2[C:6]2[CH:5]=[CH:4][C:3]([O:2][CH3:1])=[CH:8][CH:7]=2)[C:21](=[O:27])[O:26][C:24]3=[O:25])=[CH:18][CH:17]=1. (2) Given the reactants [Cl:1][C:2]1[CH:7]=[CH:6][CH:5]=[C:4]([Cl:8])[C:3]=1/[N:9]=[C:10]1\[S:11][CH2:12][C:13](=[O:15])[NH:14]\1.[NH:16]1[CH2:21][CH2:20][CH2:19][CH2:18][CH2:17]1.[CH2:22](O)[CH3:23], predict the reaction product. The product is: [Cl:8][C:4]1[CH:5]=[CH:6][CH:7]=[C:2]([Cl:1])[C:3]=1/[N:9]=[C:10]1\[S:11]/[C:12](=[CH:5]\[C:6]2[CH:7]=[CH:2][C:3]3[N:9]=[C:10]([C:17]4[CH:18]=[CH:19][CH:20]=[CH:21][N:16]=4)[NH:14][C:23]=3[CH:22]=2)/[C:13](=[O:15])[NH:14]\1. (3) Given the reactants FC1C=C2C(C(C3C=CC(N4CCC(N)CC4)=NC=3)=CN2)=CC=1.[NH2:24][C:25](=[O:56])[CH2:26][CH2:27][N:28]([CH3:55])[S:29]([C:32]1[N:37]=[CH:36][C:35]([C:38]2[C:46]3[C:41](=[CH:42][C:43]([F:47])=[CH:44][CH:45]=3)[N:40](C(OC(C)(C)C)=O)[CH:39]=2)=[CH:34][CH:33]=1)(=[O:31])=[O:30], predict the reaction product. The product is: [F:47][C:43]1[CH:42]=[C:41]2[C:46]([C:38]([C:35]3[CH:34]=[CH:33][C:32]([S:29]([N:28]([CH2:27][CH2:26][C:25]([NH2:24])=[O:56])[CH3:55])(=[O:30])=[O:31])=[N:37][CH:36]=3)=[CH:39][NH:40]2)=[CH:45][CH:44]=1. (4) Given the reactants [CH2:1]([N:8]1[CH2:13][CH2:12][CH:11]([C:14]2[CH:19]=[CH:18][CH:17]=[CH:16][C:15]=2OC)[C:10](=[O:22])[CH2:9]1)[C:2]1[CH:7]=[CH:6][CH:5]=[CH:4][CH:3]=1.Br.[OH-].[NH4+], predict the reaction product. The product is: [CH2:1]([N:8]1[CH2:13][CH2:12][C:11]2[C:14]3[CH:19]=[CH:18][CH:17]=[CH:16][C:15]=3[O:22][C:10]=2[CH2:9]1)[C:2]1[CH:3]=[CH:4][CH:5]=[CH:6][CH:7]=1. (5) Given the reactants [C:1]([O:5][C:6]([N:8]1[CH2:13][CH2:12][N:11]([C:14]2[CH:19]=[CH:18][C:17]([NH:20][C:21]3[N:26]=[C:25]([CH2:27][CH2:28][C:29]4[CH:34]=[CH:33][CH:32]=[CH:31][C:30]=4[CH2:35][C:36]([O-:38])=O)[C:24]([C:39]([F:42])([F:41])[F:40])=[CH:23][N:22]=3)=[CH:16][CH:15]=2)[CH2:10][CH2:9]1)=[O:7])([CH3:4])([CH3:3])[CH3:2].[Li+].O[N:45]1[C:49]2C=CC=CC=2N=N1.CCN=C=NCCCN(C)C.Cl.C(N(CC)C(C)C)(C)C.Cl.CN, predict the reaction product. The product is: [CH3:49][NH:45][C:36](=[O:38])[CH2:35][C:30]1[CH:31]=[CH:32][CH:33]=[CH:34][C:29]=1[CH2:28][CH2:27][C:25]1[C:24]([C:39]([F:42])([F:41])[F:40])=[CH:23][N:22]=[C:21]([NH:20][C:17]2[CH:18]=[CH:19][C:14]([N:11]3[CH2:12][CH2:13][N:8]([C:6]([O:5][C:1]([CH3:3])([CH3:2])[CH3:4])=[O:7])[CH2:9][CH2:10]3)=[CH:15][CH:16]=2)[N:26]=1.